Dataset: Forward reaction prediction with 1.9M reactions from USPTO patents (1976-2016). Task: Predict the product of the given reaction. (1) Given the reactants [OH:1][C:2]1[CH:9]=[C:8]([OH:10])[CH:7]=[CH:6][C:3]=1[CH:4]=[O:5].[CH2:11](Br)[CH2:12][CH2:13][CH2:14][CH2:15][CH3:16].C(=O)([O-])[O-].[Li+].[Li+], predict the reaction product. The product is: [CH2:11]([O:10][C:8]1[CH:7]=[CH:6][C:3]([CH:4]=[O:5])=[C:2]([OH:1])[CH:9]=1)[CH2:12][CH2:13][CH2:14][CH2:15][CH3:16]. (2) Given the reactants C([O:3][C:4]([C:6]1[S:7][C:8]([C:12]2[N:13]=[C:14]([NH:17][C:18]3[CH:23]=[C:22]([C:24](=[O:26])[NH2:25])[CH:21]=[CH:20][C:19]=3[O:27][CH:28](C)[CH3:29])[S:15][CH:16]=2)=[C:9]([CH3:11])[N:10]=1)=[O:5])C.Br, predict the reaction product. The product is: [C:24]([C:22]1[CH:21]=[CH:20][C:19]([O:27][CH2:28][CH3:29])=[C:18]([NH:17][C:14]2[S:15][CH:16]=[C:12]([C:8]3[S:7][C:6]([C:4]([OH:5])=[O:3])=[N:10][C:9]=3[CH3:11])[N:13]=2)[CH:23]=1)(=[O:26])[NH2:25].